This data is from Full USPTO retrosynthesis dataset with 1.9M reactions from patents (1976-2016). The task is: Predict the reactants needed to synthesize the given product. (1) The reactants are: C([O:8][C:9]1[CH:18]=[C:17]2[C:12]([C:13]([O:19][C:20]3[CH:25]=[CH:24][C:23]([N+:26]([O-:28])=[O:27])=[CH:22][C:21]=3[F:29])=[CH:14][CH:15]=[N:16]2)=[CH:11][C:10]=1[O:30][CH3:31])C1C=CC=CC=1. Given the product [F:29][C:21]1[CH:22]=[C:23]([N+:26]([O-:28])=[O:27])[CH:24]=[CH:25][C:20]=1[O:19][C:13]1[C:12]2[C:17](=[CH:18][C:9]([OH:8])=[C:10]([O:30][CH3:31])[CH:11]=2)[N:16]=[CH:15][CH:14]=1, predict the reactants needed to synthesize it. (2) Given the product [CH3:1][N:2]1[C:6]2=[CH:7][CH:8]=[C:9]3[C:14]([N:13]=[C:12]([C:27]4[CH:28]=[C:23]([CH:24]=[CH:25][CH:26]=4)[NH2:22])[N:11]=[C:10]3[N:16]3[CH2:21][CH2:20][O:19][CH2:18][CH2:17]3)=[C:5]2[CH:4]=[CH:3]1, predict the reactants needed to synthesize it. The reactants are: [CH3:1][N:2]1[C:6]2=[CH:7][CH:8]=[C:9]3[C:14]([N:13]=[C:12](Cl)[N:11]=[C:10]3[N:16]3[CH2:21][CH2:20][O:19][CH2:18][CH2:17]3)=[C:5]2[CH:4]=[CH:3]1.[NH2:22][C:23]1[CH:24]=[C:25](B(O)O)[CH:26]=[CH:27][CH:28]=1.C([O-])([O-])=O.[Na+].[Na+]. (3) Given the product [CH2:1]([N:8]([CH2:30][CH2:31][C:32]1[CH:37]=[CH:36][CH:35]=[CH:34][CH:33]=1)[C:9](=[O:29])[CH2:10][C:11]1[CH:12]=[CH:13][C:14]([O:15][CH2:16][C:17]2[CH:26]=[CH:25][CH:24]=[CH:23][C:18]=2[C:19]([OH:21])=[O:20])=[CH:27][CH:28]=1)[CH2:2][CH2:3][CH2:4][CH2:5][CH2:6][CH3:7], predict the reactants needed to synthesize it. The reactants are: [CH2:1]([N:8]([CH2:30][CH2:31][C:32]1[CH:37]=[CH:36][CH:35]=[CH:34][CH:33]=1)[C:9](=[O:29])[CH2:10][C:11]1[CH:28]=[CH:27][C:14]([O:15][CH2:16][C:17]2[CH:26]=[CH:25][CH:24]=[CH:23][C:18]=2[C:19]([O:21]C)=[O:20])=[CH:13][CH:12]=1)[CH2:2][CH2:3][CH2:4][CH2:5][CH2:6][CH3:7].[OH-].[K+]. (4) Given the product [F:1][C:2]1[C:3]([C:23]2[CH:24]=[CH:25][C:26]([O:29][CH2:50][CH2:51][N:52]3[CH2:56][CH2:55][CH2:54][CH2:53]3)=[CH:27][CH:28]=2)=[CH:4][C:5]([C:8]2[N:9]=[C:10]([CH:20]([CH3:22])[CH3:21])[NH:11][C:12]=2[C:13]2[CH:18]=[CH:17][CH:16]=[C:15]([CH3:19])[N:14]=2)=[CH:6][CH:7]=1, predict the reactants needed to synthesize it. The reactants are: [F:1][C:2]1[CH:7]=[CH:6][C:5]([C:8]2[N:9]=[C:10]([CH:20]([CH3:22])[CH3:21])[NH:11][C:12]=2[C:13]2[CH:18]=[CH:17][CH:16]=[C:15]([CH3:19])[N:14]=2)=[CH:4][C:3]=1[C:23]1[CH:28]=[CH:27][C:26]([OH:29])=[CH:25][CH:24]=1.C1(P(C2C=CC=CC=2)C2C=CC=CC=2)C=CC=CC=1.O[CH2:50][CH2:51][N:52]1[CH2:56][CH2:55][CH2:54][CH2:53]1.O. (5) Given the product [Cl:1][C:2]1[N:3]=[C:4]([NH:25][CH2:24][C:23]([F:27])([F:26])[F:22])[C:5]2[CH:10]=[CH:9][N:8]([S:11]([C:14]3[CH:19]=[CH:18][C:17]([CH3:20])=[CH:16][CH:15]=3)(=[O:13])=[O:12])[C:6]=2[N:7]=1, predict the reactants needed to synthesize it. The reactants are: [Cl:1][C:2]1[N:3]=[C:4](Cl)[C:5]2[CH:10]=[CH:9][N:8]([S:11]([C:14]3[CH:19]=[CH:18][C:17]([CH3:20])=[CH:16][CH:15]=3)(=[O:13])=[O:12])[C:6]=2[N:7]=1.[F:22][C:23]([F:27])([F:26])[CH2:24][NH2:25].CCN(C(C)C)C(C)C.